Dataset: Full USPTO retrosynthesis dataset with 1.9M reactions from patents (1976-2016). Task: Predict the reactants needed to synthesize the given product. (1) Given the product [Br:18][C:15]1[CH:16]=[C:17]2[C:12](=[CH:13][CH:14]=1)[N:11]([S:19]([C:22]1[CH:27]=[CH:26][CH:25]=[CH:24][CH:23]=1)(=[O:21])=[O:20])[C:10]([C:28]([O:30][CH2:31][CH3:32])=[O:29])=[C:9]2[S:6]([NH:5][CH2:4][CH2:3][NH:2][CH2:39][C:38]1[CH:41]=[CH:42][C:35]([O:34][CH3:33])=[CH:36][CH:37]=1)(=[O:8])=[O:7], predict the reactants needed to synthesize it. The reactants are: Cl.[NH2:2][CH2:3][CH2:4][NH:5][S:6]([C:9]1[C:17]2[C:12](=[CH:13][CH:14]=[C:15]([Br:18])[CH:16]=2)[N:11]([S:19]([C:22]2[CH:27]=[CH:26][CH:25]=[CH:24][CH:23]=2)(=[O:21])=[O:20])[C:10]=1[C:28]([O:30][CH2:31][CH3:32])=[O:29])(=[O:8])=[O:7].[CH3:33][O:34][C:35]1[CH:42]=[CH:41][C:38]([CH:39]=O)=[CH:37][CH:36]=1.C(O[BH-](OC(=O)C)OC(=O)C)(=O)C.[Na+]. (2) Given the product [C:36]([O:35][C:33]([NH:32][C:27]1[CH:28]=[CH:29][CH:30]=[CH:31][C:26]=1[NH:25][C:24](/[CH:23]=[CH:22]/[C:19]1[CH:18]=[CH:17][C:16]([CH:5]([CH2:6][CH2:7][O:8][Si:9]([C:12]([CH3:15])([CH3:14])[CH3:13])([CH3:11])[CH3:10])[C:4]([OH:41])=[O:3])=[CH:21][CH:20]=1)=[O:40])=[O:34])([CH3:38])([CH3:37])[CH3:39], predict the reactants needed to synthesize it. The reactants are: C([O:3][C:4](=[O:41])[CH:5]([C:16]1[CH:21]=[CH:20][C:19](/[CH:22]=[CH:23]/[C:24](=[O:40])[NH:25][C:26]2[CH:31]=[CH:30][CH:29]=[CH:28][C:27]=2[NH:32][C:33]([O:35][C:36]([CH3:39])([CH3:38])[CH3:37])=[O:34])=[CH:18][CH:17]=1)[CH2:6][CH2:7][O:8][Si:9]([C:12]([CH3:15])([CH3:14])[CH3:13])([CH3:11])[CH3:10])C.O[Li].O. (3) The reactants are: [C:1]([O:5][C:6]([NH:8][CH:9]1[CH2:12][CH:11]([CH2:13][C:14]([O:16]CC)=O)[CH2:10]1)=[O:7])([CH3:4])([CH3:3])[CH3:2].O.[NH2:20][NH2:21]. Given the product [NH:20]([C:14](=[O:16])[CH2:13][CH:11]1[CH2:12][CH:9]([NH:8][C:6](=[O:7])[O:5][C:1]([CH3:4])([CH3:3])[CH3:2])[CH2:10]1)[NH2:21], predict the reactants needed to synthesize it. (4) Given the product [NH2:1][C:2]1[C:7]([O:8][CH2:9][CH:10]2[CH2:11][CH2:12][N:13]([C:16]3[N:21]=[C:20]([Cl:22])[N:19]=[C:18]([C:23]([NH:36][CH2:34][CH3:35])=[O:25])[CH:17]=3)[CH2:14][CH2:15]2)=[CH:6][C:5]([C:27]2[N:28]=[N:29][N:30]([CH3:32])[CH:31]=2)=[CH:4][N:3]=1, predict the reactants needed to synthesize it. The reactants are: [NH2:1][C:2]1[C:7]([O:8][CH2:9][CH:10]2[CH2:15][CH2:14][N:13]([C:16]3[N:21]=[C:20]([Cl:22])[N:19]=[C:18]([C:23]([O:25]C)=O)[CH:17]=3)[CH2:12][CH2:11]2)=[CH:6][C:5]([C:27]2[N:28]=[N:29][N:30]([CH3:32])[CH:31]=2)=[CH:4][N:3]=1.Cl.[CH2:34]([NH2:36])[CH3:35].CCN(CC)CC. (5) Given the product [C:41]([O:45][C:46]([N:48]1[CH2:52][CH2:51][C@H:50]([O:53][C:54]2[C:55]3[CH2:63][N:62]([C:65]4[CH:70]=[N:69][C:68]([O:71][CH3:72])=[C:67]([CH3:73])[CH:66]=4)[CH2:61][CH2:60][C:56]=3[N:57]=[CH:58][N:59]=2)[CH2:49]1)=[O:47])([CH3:44])([CH3:42])[CH3:43], predict the reactants needed to synthesize it. The reactants are: CC(C1C=C(C(C)C)C(C2C=CC=CC=2P(C2CCCCC2)C2CCCCC2)=C(C(C)C)C=1)C.C([O-])([O-])=O.[Cs+].[Cs+].[C:41]([O:45][C:46]([N:48]1[CH2:52][CH2:51][C@H:50]([O:53][C:54]2[C:55]3[CH2:63][NH:62][CH2:61][CH2:60][C:56]=3[N:57]=[CH:58][N:59]=2)[CH2:49]1)=[O:47])([CH3:44])([CH3:43])[CH3:42].Br[C:65]1[CH:66]=[C:67]([CH3:73])[C:68]([O:71][CH3:72])=[N:69][CH:70]=1.